This data is from NCI-60 drug combinations with 297,098 pairs across 59 cell lines. The task is: Regression. Given two drug SMILES strings and cell line genomic features, predict the synergy score measuring deviation from expected non-interaction effect. (1) Drug 1: CN(C)N=NC1=C(NC=N1)C(=O)N. Drug 2: CN(CCCl)CCCl.Cl. Cell line: CCRF-CEM. Synergy scores: CSS=31.7, Synergy_ZIP=-3.70, Synergy_Bliss=-8.40, Synergy_Loewe=-9.78, Synergy_HSA=-7.72. (2) Drug 1: COC1=CC(=CC(=C1O)OC)C2C3C(COC3=O)C(C4=CC5=C(C=C24)OCO5)OC6C(C(C7C(O6)COC(O7)C8=CC=CS8)O)O. Drug 2: CC(C)(C#N)C1=CC(=CC(=C1)CN2C=NC=N2)C(C)(C)C#N. Cell line: OVCAR-4. Synergy scores: CSS=3.25, Synergy_ZIP=-1.49, Synergy_Bliss=-3.13, Synergy_Loewe=-1.53, Synergy_HSA=-1.86. (3) Drug 2: CN(CC1=CN=C2C(=N1)C(=NC(=N2)N)N)C3=CC=C(C=C3)C(=O)NC(CCC(=O)O)C(=O)O. Drug 1: COC1=CC(=CC(=C1O)OC)C2C3C(COC3=O)C(C4=CC5=C(C=C24)OCO5)OC6C(C(C7C(O6)COC(O7)C8=CC=CS8)O)O. Synergy scores: CSS=30.0, Synergy_ZIP=-3.76, Synergy_Bliss=-2.62, Synergy_Loewe=-7.25, Synergy_HSA=0.452. Cell line: HOP-62. (4) Drug 1: CC1C(C(CC(O1)OC2CC(OC(C2O)C)OC3=CC4=CC5=C(C(=O)C(C(C5)C(C(=O)C(C(C)O)O)OC)OC6CC(C(C(O6)C)O)OC7CC(C(C(O7)C)O)OC8CC(C(C(O8)C)O)(C)O)C(=C4C(=C3C)O)O)O)O. Drug 2: COCCOC1=C(C=C2C(=C1)C(=NC=N2)NC3=CC=CC(=C3)C#C)OCCOC.Cl. Cell line: M14. Synergy scores: CSS=55.4, Synergy_ZIP=1.76, Synergy_Bliss=2.43, Synergy_Loewe=-1.28, Synergy_HSA=-1.19. (5) Drug 1: CC1=C2C(C(=O)C3(C(CC4C(C3C(C(C2(C)C)(CC1OC(=O)C(C(C5=CC=CC=C5)NC(=O)OC(C)(C)C)O)O)OC(=O)C6=CC=CC=C6)(CO4)OC(=O)C)OC)C)OC. Drug 2: CCC1(CC2CC(C3=C(CCN(C2)C1)C4=CC=CC=C4N3)(C5=C(C=C6C(=C5)C78CCN9C7C(C=CC9)(C(C(C8N6C=O)(C(=O)OC)O)OC(=O)C)CC)OC)C(=O)OC)O.OS(=O)(=O)O. Cell line: BT-549. Synergy scores: CSS=65.8, Synergy_ZIP=3.21, Synergy_Bliss=2.76, Synergy_Loewe=-0.247, Synergy_HSA=7.19. (6) Drug 1: CCCS(=O)(=O)NC1=C(C(=C(C=C1)F)C(=O)C2=CNC3=C2C=C(C=N3)C4=CC=C(C=C4)Cl)F. Drug 2: COC1=C2C(=CC3=C1OC=C3)C=CC(=O)O2. Cell line: LOX IMVI. Synergy scores: CSS=44.6, Synergy_ZIP=12.9, Synergy_Bliss=13.0, Synergy_Loewe=-1.19, Synergy_HSA=12.2. (7) Drug 2: CC1CCC2CC(C(=CC=CC=CC(CC(C(=O)C(C(C(=CC(C(=O)CC(OC(=O)C3CCCCN3C(=O)C(=O)C1(O2)O)C(C)CC4CCC(C(C4)OC)OP(=O)(C)C)C)C)O)OC)C)C)C)OC. Drug 1: CC1=C(C(=CC=C1)Cl)NC(=O)C2=CN=C(S2)NC3=CC(=NC(=N3)C)N4CCN(CC4)CCO. Cell line: UACC62. Synergy scores: CSS=22.6, Synergy_ZIP=-3.03, Synergy_Bliss=1.26, Synergy_Loewe=4.89, Synergy_HSA=5.88.